Dataset: Forward reaction prediction with 1.9M reactions from USPTO patents (1976-2016). Task: Predict the product of the given reaction. (1) Given the reactants [F:1][C:2]([F:13])([F:12])[C:3]1[CH:11]=[CH:10][C:6]([C:7](Cl)=[O:8])=[CH:5][CH:4]=1.Cl.[C:15]([O:19][C:20](=[O:23])[CH2:21][NH2:22])([CH3:18])([CH3:17])[CH3:16].C(N(CC)CC)C, predict the reaction product. The product is: [C:15]([O:19][C:20](=[O:23])[CH2:21][NH:22][C:7](=[O:8])[C:6]1[CH:10]=[CH:11][C:3]([C:2]([F:13])([F:12])[F:1])=[CH:4][CH:5]=1)([CH3:18])([CH3:17])[CH3:16]. (2) Given the reactants [F:1][C:2]([F:18])([F:17])[O:3][C:4]1[CH:5]=[C:6]([CH:10]=[CH:11][C:12]([O:14][CH2:15][CH3:16])=[O:13])[CH:7]=[CH:8][CH:9]=1, predict the reaction product. The product is: [F:1][C:2]([F:17])([F:18])[O:3][C:4]1[CH:5]=[C:6]([CH2:10][CH2:11][C:12]([O:14][CH2:15][CH3:16])=[O:13])[CH:7]=[CH:8][CH:9]=1. (3) Given the reactants C1(N[C:7]2[C:12]([CH3:13])=[C:11]([CH3:14])[N:10]=[C:9]([NH:15][CH2:16][C:17]3[CH:22]=[CH:21][CH:20]=[CH:19][N:18]=3)[N:8]=2)CCCC1.[F:23][C:24]1[CH:31]=[CH:30][C:27]([CH2:28][NH2:29])=[CH:26][CH:25]=1, predict the reaction product. The product is: [F:23][C:24]1[CH:31]=[CH:30][C:27]([CH2:28][NH:29][C:7]2[C:12]([CH3:13])=[C:11]([CH3:14])[N:10]=[C:9]([NH:15][CH2:16][C:17]3[CH:22]=[CH:21][CH:20]=[CH:19][N:18]=3)[N:8]=2)=[CH:26][CH:25]=1.